This data is from Full USPTO retrosynthesis dataset with 1.9M reactions from patents (1976-2016). The task is: Predict the reactants needed to synthesize the given product. Given the product [Si:5]([O:6][CH:7]([CH2:18][O:19][C:20]1[CH:25]=[CH:24][CH:23]=[C:22]([C:26]2[N:27]=[C:28]([Cl:33])[C:29]([CH3:37])=[C:30]([C:47]3[C:43]([CH3:42])=[N:44][O:45][C:46]=3[CH3:51])[N:31]=2)[CH:21]=1)[CH2:8][N:9]([CH3:17])[C:10](=[O:16])[O:11][C:12]([CH3:15])([CH3:14])[CH3:13])([C:1]([CH3:3])([CH3:4])[CH3:2])([CH3:35])[CH3:34], predict the reactants needed to synthesize it. The reactants are: [C:1]([Si:5]([CH3:35])([CH3:34])[O:6][CH:7]([CH2:18][O:19][C:20]1[CH:25]=[CH:24][CH:23]=[C:22]([C:26]2[N:31]=[C:30](Cl)[CH:29]=[C:28]([Cl:33])[N:27]=2)[CH:21]=1)[CH2:8][N:9]([CH3:17])[C:10](=[O:16])[O:11][C:12]([CH3:15])([CH3:14])[CH3:13])([CH3:4])([CH3:3])[CH3:2].O1CCOC[CH2:37]1.[CH3:42][C:43]1[C:47](B(O)O)=[C:46]([CH3:51])[O:45][N:44]=1.C([O-])([O-])=O.[Na+].[Na+].